This data is from KCNQ2 potassium channel screen with 302,405 compounds. The task is: Binary Classification. Given a drug SMILES string, predict its activity (active/inactive) in a high-throughput screening assay against a specified biological target. (1) The compound is S\1C(N2CCC(CC2)C)=NC(=O)C1=C/c1c([nH]nc1)c1ccccc1. The result is 0 (inactive). (2) The compound is O=C1N(C(=O)NC1(C)C)CCOc1c([N+]([O-])=O)ccc(c1)C. The result is 0 (inactive). (3) The compound is S(c1c(cc([N+]([O-])=O)cc1)/C=N\OC)c1ccc(cc1)C. The result is 0 (inactive). (4) The drug is O=C1N(C(=O)NC21CCCCC2)CC(=O)Nc1c(cc(cc1C)C)C. The result is 0 (inactive). (5) The drug is O=C(N1C(CCCC1)CC)c1c(noc1C)c1ccccc1. The result is 0 (inactive). (6) The drug is O(c1ccc(Nc2nc(c3c(n2)cccc3)c2ccccc2)cc1)C. The result is 0 (inactive). (7) The drug is Clc1cc(n2nnc3c(=O)n(CC(=O)N4CCCC4)cnc23)ccc1. The result is 0 (inactive). (8) The molecule is s1cc(CC(=O)NCc2c(OC)cccc2)cc1. The result is 0 (inactive). (9) The compound is S(=O)(=O)(NCCC(c1ccc(F)cc1)c1occc1)c1ccc(cc1)C. The result is 0 (inactive).